This data is from Forward reaction prediction with 1.9M reactions from USPTO patents (1976-2016). The task is: Predict the product of the given reaction. (1) The product is: [OH:9][CH2:8][CH2:7][C:6]([CH3:11])([CH3:12])[CH2:5][C:4]([O:3][CH2:1][CH3:2])=[O:13]. Given the reactants [CH2:1]([O:3][C:4](=[O:13])[CH2:5][C:6]([CH3:12])([CH3:11])[CH2:7][C:8](O)=[O:9])[CH3:2].B.C1COCC1.CO, predict the reaction product. (2) Given the reactants [C:1]([C:5]1[CH:10]=[CH:9][C:8](B(O)O)=[CH:7][CH:6]=1)([CH3:4])([CH3:3])[CH3:2].[F-].[Cs+].Cl[C:17]1[CH:25]=[C:24]2[C:20]([C:21]([NH:34][C:35](=[O:39])[CH2:36][CH2:37][CH3:38])=[N:22][N:23]2[CH2:26][O:27][CH2:28][CH2:29][Si:30]([CH3:33])([CH3:32])[CH3:31])=[CH:19][CH:18]=1, predict the reaction product. The product is: [CH3:2][C:1]([C:5]1[CH:10]=[CH:9][C:8]([C:17]2[CH:25]=[C:24]3[C:20]([C:21]([NH:34][C:35](=[O:39])[CH2:36][CH2:37][CH3:38])=[N:22][N:23]3[CH2:26][O:27][CH2:28][CH2:29][Si:30]([CH3:33])([CH3:31])[CH3:32])=[CH:19][CH:18]=2)=[CH:7][CH:6]=1)([CH3:4])[CH3:3]. (3) The product is: [Cl:1][C:2]1[CH:29]=[CH:28][C:5]([CH2:6][NH:7][C:8]([C:10]2[C:11](=[O:27])[C:12]3[C:13]4[N:14]([CH:26]=2)[CH2:15][C:16](=[O:25])[N:17]([CH3:24])[C:18]=4[CH:19]=[C:20]([CH2:22][N:31]([CH2:32][CH:33]([OH:43])[C:34]2[CH:39]=[CH:38][C:37]([OH:40])=[C:36]([O:41][CH3:42])[CH:35]=2)[CH3:30])[CH:21]=3)=[O:9])=[CH:4][CH:3]=1. Given the reactants [Cl:1][C:2]1[CH:29]=[CH:28][C:5]([CH2:6][NH:7][C:8]([C:10]2[C:11](=[O:27])[C:12]3[C:13]4[N:14]([CH:26]=2)[CH2:15][C:16](=[O:25])[N:17]([CH3:24])[C:18]=4[CH:19]=[C:20]([CH2:22]Cl)[CH:21]=3)=[O:9])=[CH:4][CH:3]=1.[CH3:30][NH:31][CH2:32][CH:33]([OH:43])[C:34]1[CH:39]=[CH:38][C:37]([OH:40])=[C:36]([O:41][CH3:42])[CH:35]=1.Cl.CN(C=O)C, predict the reaction product. (4) The product is: [Br:12][C:13]1[C:14]([CH3:21])=[C:15]([CH:19]=[N:9][NH:8][C:6](=[O:7])[C:5]2[CH:10]=[CH:11][C:2]([OH:1])=[CH:3][CH:4]=2)[NH:16][C:17]=1[CH3:18]. Given the reactants [OH:1][C:2]1[CH:11]=[CH:10][C:5]([C:6]([NH:8][NH2:9])=[O:7])=[CH:4][CH:3]=1.[Br:12][C:13]1[C:14]([CH3:21])=[C:15]([CH:19]=O)[NH:16][C:17]=1[CH3:18], predict the reaction product. (5) Given the reactants CC1(C)CCCC(C)(C)N1.[Cl:11][C:12]1[N:20]=[CH:19][N:18]=[C:17]2[C:13]=1[N:14]=[CH:15][N:16]2[CH:21]1[CH2:26][CH2:25][CH2:24][CH2:23][O:22]1.[CH2:27]([Sn:31](CCCC)([CH2:36][CH2:37][CH2:38][CH3:39])[CH2:32][CH2:33][CH2:34][CH3:35])[CH2:28][CH2:29][CH3:30].[Cl-].[Cl-].[NH4+], predict the reaction product. The product is: [Cl:11][C:12]1[N:20]=[C:19]([Sn:31]([CH2:32][CH2:33][CH2:34][CH3:35])([CH2:36][CH2:37][CH2:38][CH3:39])[CH2:27][CH2:28][CH2:29][CH3:30])[N:18]=[C:17]2[C:13]=1[N:14]=[CH:15][N:16]2[CH:21]1[CH2:26][CH2:25][CH2:24][CH2:23][O:22]1. (6) The product is: [F:40][C:41]([F:46])([F:45])[C:42]([OH:44])=[O:43].[CH:34]1([NH:39][C:29]2[CH:28]=[N:27][C:26]([N:18]([CH2:19][CH2:20][CH2:21][CH2:22][CH2:23][CH2:24][CH3:25])[CH2:17][CH2:16][C:14]3[N:15]=[C:11]([S:10][C:7]([CH3:9])([CH3:8])[C:6]([OH:5])=[O:33])[S:12][CH:13]=3)=[N:31][CH:30]=2)[CH2:38][CH2:37][CH2:36][CH2:35]1. Given the reactants C([O:5][C:6](=[O:33])[C:7]([S:10][C:11]1[S:12][CH:13]=[C:14]([CH2:16][CH2:17][N:18]([C:26]2[N:31]=[CH:30][C:29](Br)=[CH:28][N:27]=2)[CH2:19][CH2:20][CH2:21][CH2:22][CH2:23][CH2:24][CH3:25])[N:15]=1)([CH3:9])[CH3:8])(C)(C)C.[CH:34]1([NH2:39])[CH2:38][CH2:37][CH2:36][CH2:35]1.[F:40][C:41]([F:46])([F:45])[C:42]([OH:44])=[O:43], predict the reaction product. (7) Given the reactants C(O[C:6](=O)[NH:7][C@@H:8]1[CH2:12][CH2:11][N:10]([C:13]2[CH:18]=[CH:17][C:16]([N:19]3[CH2:24][CH2:23][C:22]4[CH:25]=[C:26]([C:28]5[CH:33]=[CH:32][C:31]([Cl:34])=[CH:30][CH:29]=5)[S:27][C:21]=4[C:20]3=[O:35])=[CH:15][N:14]=2)[CH2:9]1)(C)(C)C.[C:37](O)([C:39](F)(F)F)=O.CC(O)=O.C(O[C:51]1(O[Si](C)(C)C)[CH2:53][CH2:52]1)C.[BH3-]C#N.[Na+], predict the reaction product. The product is: [Cl:34][C:31]1[CH:32]=[CH:33][C:28]([C:26]2[S:27][C:21]3[C:20](=[O:35])[N:19]([C:16]4[CH:15]=[N:14][C:13]([N:10]5[CH2:11][CH2:12][C@@H:8]([N:7]([CH:51]6[CH2:53][CH2:52]6)[CH:6]6[CH2:39][CH2:37]6)[CH2:9]5)=[CH:18][CH:17]=4)[CH2:24][CH2:23][C:22]=3[CH:25]=2)=[CH:29][CH:30]=1. (8) Given the reactants [CH3:1][O:2][C:3]1[CH:8]=[C:7]([O:9][CH3:10])[CH:6]=[CH:5][C:4]=1[C:11](=[O:18])[CH2:12][C:13]([O:15][CH2:16][CH3:17])=[O:14].[F:19][C:20]1[CH:25]=[CH:24][C:23](O)=[CH:22][CH:21]=1, predict the reaction product. The product is: [CH3:1][O:2][C:3]1[CH:8]=[C:7]([O:9][CH3:10])[CH:6]=[CH:5][C:4]=1[C:11]1[O:18][C:23]2[CH:24]=[CH:25][C:20]([F:19])=[CH:21][C:22]=2[C:12]=1[C:13]([O:15][CH2:16][CH3:17])=[O:14]. (9) Given the reactants C(N(CC)CC)C.[CH3:8][S:9](Cl)(=[O:11])=[O:10].[C:13]([C:15]1[C:16]([O:41][CH:42]([CH3:44])[CH3:43])=[CH:17][C:18]([NH:21][C:22]([N:24]2[C:33]3[C:28](=[CH:29][C:30]([CH2:39][OH:40])=[C:31]([CH:34]([O:37][CH3:38])[O:35][CH3:36])[N:32]=3)[CH2:27][CH2:26][CH2:25]2)=[O:23])=[N:19][CH:20]=1)#[N:14], predict the reaction product. The product is: [CH3:8][S:9]([O:40][CH2:39][C:30]1[C:31]([CH:34]([O:37][CH3:38])[O:35][CH3:36])=[N:32][C:33]2[N:24]([C:22](=[O:23])[NH:21][C:18]3[CH:17]=[C:16]([O:41][CH:42]([CH3:44])[CH3:43])[C:15]([C:13]#[N:14])=[CH:20][N:19]=3)[CH2:25][CH2:26][CH2:27][C:28]=2[CH:29]=1)(=[O:11])=[O:10]. (10) Given the reactants [CH2:1]([N:8](C)[CH2:9][CH2:10][N:11]([CH2:13][C:14]1[C:15]([C:20]2[CH:25]=[CH:24][C:23]([O:26][CH:27]([CH3:29])[CH3:28])=[CH:22][CH:21]=2)=[N:16][N:17]([CH3:19])[CH:18]=1)[CH3:12])C1C=CC=CC=1, predict the reaction product. The product is: [CH:27]([O:26][C:23]1[CH:22]=[CH:21][C:20]([C:15]2[C:14]([CH2:13][N:11]([CH3:12])[CH2:10][CH2:9][NH:8][CH3:1])=[CH:18][N:17]([CH3:19])[N:16]=2)=[CH:25][CH:24]=1)([CH3:29])[CH3:28].